Dataset: Blood-brain barrier permeability classification from the B3DB database. Task: Regression/Classification. Given a drug SMILES string, predict its absorption, distribution, metabolism, or excretion properties. Task type varies by dataset: regression for continuous measurements (e.g., permeability, clearance, half-life) or binary classification for categorical outcomes (e.g., BBB penetration, CYP inhibition). Dataset: b3db_classification. The drug is O=NN(CCCl)C(=O)NC1CCCCC1. The result is 1 (penetrates BBB).